The task is: Regression. Given two drug SMILES strings and cell line genomic features, predict the synergy score measuring deviation from expected non-interaction effect.. This data is from NCI-60 drug combinations with 297,098 pairs across 59 cell lines. (1) Drug 1: CCN(CC)CCCC(C)NC1=C2C=C(C=CC2=NC3=C1C=CC(=C3)Cl)OC. Drug 2: C1CN(CCN1C(=O)CCBr)C(=O)CCBr. Cell line: MDA-MB-435. Synergy scores: CSS=8.23, Synergy_ZIP=-3.55, Synergy_Bliss=-1.11, Synergy_Loewe=-7.57, Synergy_HSA=-1.86. (2) Drug 1: C1=CC(=CC=C1CCCC(=O)O)N(CCCl)CCCl. Drug 2: C1C(C(OC1N2C=NC3=C(N=C(N=C32)Cl)N)CO)O. Cell line: HL-60(TB). Synergy scores: CSS=78.0, Synergy_ZIP=0.458, Synergy_Bliss=0.0621, Synergy_Loewe=-0.106, Synergy_HSA=0.842. (3) Drug 1: CN(CC1=CN=C2C(=N1)C(=NC(=N2)N)N)C3=CC=C(C=C3)C(=O)NC(CCC(=O)O)C(=O)O. Drug 2: COCCOC1=C(C=C2C(=C1)C(=NC=N2)NC3=CC=CC(=C3)C#C)OCCOC.Cl. Cell line: SF-539. Synergy scores: CSS=44.3, Synergy_ZIP=-3.09, Synergy_Bliss=-3.39, Synergy_Loewe=-24.9, Synergy_HSA=-0.472. (4) Drug 1: CC(C)NC(=O)C1=CC=C(C=C1)CNNC.Cl. Drug 2: C1CN(P(=O)(OC1)NCCCl)CCCl. Cell line: HOP-62. Synergy scores: CSS=11.6, Synergy_ZIP=-2.61, Synergy_Bliss=-2.52, Synergy_Loewe=1.00, Synergy_HSA=-1.73. (5) Drug 1: CC1=C(C(=O)C2=C(C1=O)N3CC4C(C3(C2COC(=O)N)OC)N4)N. Drug 2: C1CNP(=O)(OC1)N(CCCl)CCCl. Cell line: T-47D. Synergy scores: CSS=26.7, Synergy_ZIP=-7.46, Synergy_Bliss=-4.04, Synergy_Loewe=-46.3, Synergy_HSA=-1.72.